From a dataset of Reaction yield outcomes from USPTO patents with 853,638 reactions. Predict the reaction yield, written as a fraction of the theoretical maximum amount of product (1.0 means a 100% yield; for example, 0.34 means a 34% yield). The reactants are [C:1]([C:3]1[S:4][C:5]2[C:11]([C:12]#[N:13])=[C:10](/[N:14]=[CH:15]/[N:16](C)C)[CH:9]=[CH:8][C:6]=2[N:7]=1)#[N:2].N[C:20]1[CH:21]=[CH:22][C:23]([O:27][CH3:28])=[C:24]([OH:26])[CH:25]=1.[K+].[Br-]. The catalyst is CCOC(C)=O. The product is [OH:26][C:24]1[CH:25]=[C:20]([NH:13][C:12]2[C:11]3[C:10](=[CH:9][CH:8]=[C:6]4[N:7]=[C:3]([C:1]#[N:2])[S:4][C:5]4=3)[N:14]=[CH:15][N:16]=2)[CH:21]=[CH:22][C:23]=1[O:27][CH3:28]. The yield is 0.540.